This data is from Forward reaction prediction with 1.9M reactions from USPTO patents (1976-2016). The task is: Predict the product of the given reaction. (1) The product is: [CH2:1]([O:3][C:4]1[C:12]2[C:11](=[O:13])[N:10]([C:14]3[CH:19]=[CH:18][C:17]([CH2:20][C:21]([OH:23])=[O:22])=[CH:16][CH:15]=3)[C:9](=[O:26])[C:8]=2[C:7]([O:27][CH2:28][C:29]2[CH:34]=[CH:33][CH:32]=[CH:31][CH:30]=2)=[C:6]2[CH:35]=[CH:36][CH:37]=[CH:38][C:5]=12)[CH3:2]. Given the reactants [CH2:1]([O:3][C:4]1[C:12]2[C:11](=[O:13])[N:10]([C:14]3[CH:19]=[CH:18][C:17]([CH2:20][C:21]([O:23]CC)=[O:22])=[CH:16][CH:15]=3)[C:9](=[O:26])[C:8]=2[C:7]([O:27][CH2:28][C:29]2[CH:34]=[CH:33][CH:32]=[CH:31][CH:30]=2)=[C:6]2[CH:35]=[CH:36][CH:37]=[CH:38][C:5]=12)[CH3:2].C(O)(=O)C.Cl, predict the reaction product. (2) Given the reactants O1[C:5]2([CH2:10][CH2:9][CH:8]([C:11]3[C:16]([OH:17])=[CH:15][CH:14]=[CH:13][N:12]=3)[CH2:7][CH2:6]2)[O:4]CC1.Cl.C([O-])(O)=O.[Na+], predict the reaction product. The product is: [OH:17][C:16]1[C:11]([CH:8]2[CH2:7][CH2:6][C:5](=[O:4])[CH2:10][CH2:9]2)=[N:12][CH:13]=[CH:14][CH:15]=1. (3) Given the reactants Cl[C:2]1[N:3]=[C:4]([NH:15][CH2:16][C:17]2[N:18]=[CH:19][C:20]3[C:25]([CH:26]=2)=[CH:24][CH:23]=[CH:22][CH:21]=3)[C:5]2[CH2:10][N:9]([CH:11]([CH3:13])[CH3:12])[C:8](=[O:14])[C:6]=2[N:7]=1.[CH3:27][C@H:28]1[CH2:33][NH:32][CH2:31][CH2:30][N:29]1[C:34]([O:36][C:37]([CH3:40])([CH3:39])[CH3:38])=[O:35].CCN(C(C)C)C(C)C, predict the reaction product. The product is: [CH:11]([N:9]1[CH2:10][C:5]2[C:4]([NH:15][CH2:16][C:17]3[N:18]=[CH:19][C:20]4[C:25]([CH:26]=3)=[CH:24][CH:23]=[CH:22][CH:21]=4)=[N:3][C:2]([N:32]3[CH2:31][CH2:30][N:29]([C:34]([O:36][C:37]([CH3:40])([CH3:39])[CH3:38])=[O:35])[C@@H:28]([CH3:27])[CH2:33]3)=[N:7][C:6]=2[C:8]1=[O:14])([CH3:13])[CH3:12]. (4) Given the reactants [Cl:1][C:2]1[CH:7]=[CH:6][C:5]([N:8]2[CH2:12][CH2:11][CH:10]([NH:13]C(=O)OC(C)(C)C)[CH2:9]2)=[CH:4][CH:3]=1.FC(F)(F)C(O)=O.[OH-].[Na+], predict the reaction product. The product is: [Cl:1][C:2]1[CH:7]=[CH:6][C:5]([N:8]2[CH2:12][CH2:11][CH:10]([NH2:13])[CH2:9]2)=[CH:4][CH:3]=1. (5) Given the reactants [CH2:1]([O:8][C:9](=[O:20])[NH:10][C@@H:11]1[CH2:16][CH2:15][C@@H:14]([NH2:17])[C@@H:13]([O:18][CH3:19])[CH2:12]1)[C:2]1[CH:7]=[CH:6][CH:5]=[CH:4][CH:3]=1.[CH3:21][C:22]([O:25][C:26](O[C:26]([O:25][C:22]([CH3:24])([CH3:23])[CH3:21])=[O:27])=[O:27])([CH3:24])[CH3:23], predict the reaction product. The product is: [CH2:1]([O:8][C:9](=[O:20])[NH:10][C@@H:11]1[CH2:16][CH2:15][C@@H:14]([NH:17][C:26]([O:25][C:22]([CH3:24])([CH3:23])[CH3:21])=[O:27])[C@@H:13]([O:18][CH3:19])[CH2:12]1)[C:2]1[CH:7]=[CH:6][CH:5]=[CH:4][CH:3]=1. (6) Given the reactants [Cl:1][C:2]1[CH:3]=[CH:4][CH:5]=[C:6]2[C:11]=1[N:10]=[N:9][C:8]([C:12]1[CH:17]=[CH:16][CH:15]=[CH:14][CH:13]=1)=[C:7]2[C:18]1[CH:19]=[C:20]([NH2:24])[CH:21]=[CH:22][CH:23]=1.[Br:25][C:26]1[CH:33]=[CH:32][C:31]([O:34][CH3:35])=[CH:30][C:27]=1[CH:28]=O, predict the reaction product. The product is: [Br:25][C:26]1[CH:33]=[CH:32][C:31]([O:34][CH3:35])=[CH:30][C:27]=1[CH2:28][NH:24][C:20]1[CH:21]=[CH:22][CH:23]=[C:18]([C:7]2[C:6]3[C:11](=[C:2]([Cl:1])[CH:3]=[CH:4][CH:5]=3)[N:10]=[N:9][C:8]=2[C:12]2[CH:13]=[CH:14][CH:15]=[CH:16][CH:17]=2)[CH:19]=1.